This data is from HIV replication inhibition screening data with 41,000+ compounds from the AIDS Antiviral Screen. The task is: Binary Classification. Given a drug SMILES string, predict its activity (active/inactive) in a high-throughput screening assay against a specified biological target. (1) The compound is CCOC(=O)C(=Cc1ccc(C)cc1)C(C)=O. The result is 0 (inactive). (2) The molecule is O=C(Nc1ccc(S(=O)(=O)Nc2ccc(N=Nc3ccc(S(=O)(=O)Nc4nccs4)cc3)cc2)cc1)C(N1CC1)(N1CC1)N1CC1. The result is 0 (inactive). (3) The molecule is COc1cc(C=NNS(=O)(=O)c2ccc([N+](=O)[O-])cc2)c([N+](=O)[O-])cc1OC. The result is 0 (inactive). (4) The compound is OCC(O)C1OC2CC1Nc1ccccc1N2. The result is 0 (inactive). (5) The drug is C=CCn1c(=O)c(-c2ccccc2)c(O)c2ccccc21. The result is 0 (inactive).